This data is from Reaction yield outcomes from USPTO patents with 853,638 reactions. The task is: Predict the reaction yield, written as a fraction of the theoretical maximum amount of product (1.0 means a 100% yield; for example, 0.34 means a 34% yield). (1) The reactants are [F:1][C:2]1[CH:3]=[N:4][C:5]2[CH:6]=[C:7]([F:16])[C:8](=[O:15])[N:9]3CC(=C)C=1[C:10]=23.S([O-])([O-])=O.[Na+].[Na+].[C:23]([OH:27])([CH3:26])([CH3:25])[CH3:24].[OH2:28]. No catalyst specified. The product is [F:1][C:2]1[CH:3]=[N:4][C:5]2[CH:6]=[C:7]([F:16])[C:8](=[O:15])[N:9]3[CH2:25][C:23]([OH:27])([CH2:26][OH:28])[C:24]=1[C:10]=23. The yield is 0.970. (2) The product is [Cl:1][C:2]1[CH:3]=[C:4]([C@@H:12]([CH2:16][CH:17]2[CH2:21][CH2:20][CH2:19][CH2:18]2)[C:13]([NH:28][C:29]2[CH:34]=[N:33][CH:32]=[CH:31][N:30]=2)=[O:15])[CH:5]=[CH:6][C:7]=1[S:8]([CH3:11])(=[O:9])=[O:10]. The yield is 0.700. The reactants are [Cl:1][C:2]1[CH:3]=[C:4]([C@@H:12]([CH2:16][CH:17]2[CH2:21][CH2:20][CH2:19][CH2:18]2)[C:13]([OH:15])=O)[CH:5]=[CH:6][C:7]=1[S:8]([CH3:11])(=[O:10])=[O:9].C(Cl)(=O)C(Cl)=O.[NH2:28][C:29]1[CH:34]=[N:33][CH:32]=[CH:31][N:30]=1.N1C=CC=CC=1. The catalyst is C(Cl)Cl.CN(C)C=O.O1CCCC1.O. (3) The reactants are [Br:1][C:2]1[CH:3]=[C:4]([CH:7]=[C:8]([C:10]([F:13])([F:12])[F:11])[CH:9]=1)[CH:5]=O.[CH3:14][NH:15][CH3:16].C(O[BH-](OC(=O)C)OC(=O)C)(=O)C.[Na+]. The catalyst is C(Cl)Cl.C1COCC1. The product is [Br:1][C:2]1[CH:3]=[C:4]([CH2:5][N:15]([CH3:16])[CH3:14])[CH:7]=[C:8]([C:10]([F:13])([F:12])[F:11])[CH:9]=1. The yield is 0.740. (4) The reactants are C1(P(C2C=CC=CC=2)C2C3OC4C(=CC=CC=4P(C4C=CC=CC=4)C4C=CC=CC=4)C(C)(C)C=3C=CC=2)C=CC=CC=1.Cl.Br[C:45]1[CH:50]=[CH:49][N:48]=[CH:47][CH:46]=1.[Cl:51][C:52]1[CH:53]=[C:54]([NH:58][C:59]([C:61]2[N:62]=[C:63]([CH3:67])[S:64][C:65]=2[NH2:66])=[O:60])[CH:55]=[CH:56][CH:57]=1.C(=O)([O-])[O-].[Cs+].[Cs+]. The catalyst is O1CCOCC1. The product is [Cl:51][C:52]1[CH:53]=[C:54]([NH:58][C:59]([C:61]2[N:62]=[C:63]([CH3:67])[S:64][C:65]=2[NH:66][C:45]2[CH:50]=[CH:49][N:48]=[CH:47][CH:46]=2)=[O:60])[CH:55]=[CH:56][CH:57]=1. The yield is 0.0900. (5) The reactants are [NH2:1][C:2]1[CH:14]=[C:5]2[CH2:6][N:7]([CH2:10][CH2:11][C:12]#[N:13])[CH2:8][CH2:9][N:4]2[N:3]=1.Br[C:16]1[C:17](=[O:24])[N:18]([CH3:23])[CH:19]=[C:20]([Br:22])[CH:21]=1. No catalyst specified. The product is [Br:22][C:20]1[CH:21]=[C:16]([NH:1][C:2]2[CH:14]=[C:5]3[CH2:6][N:7]([CH2:10][CH2:11][C:12]#[N:13])[CH2:8][CH2:9][N:4]3[N:3]=2)[C:17](=[O:24])[N:18]([CH3:23])[CH:19]=1. The yield is 0.630. (6) The reactants are [N:1]1[C:10]2[C:5](=[CH:6][CH:7]=[CH:8][CH:9]=2)[CH:4]=[C:3]([C:11]([OH:13])=O)[CH:2]=1.C(Cl)(=O)C(Cl)=O.C(N(CC)CC)C.[NH2:27][C:28]1[C:29]([F:42])=[C:30]([NH:35][S:36]([CH2:39][CH2:40][CH3:41])(=[O:38])=[O:37])[CH:31]=[CH:32][C:33]=1[F:34]. The catalyst is CN(C)C=O.O.O1CCCC1. The product is [F:42][C:29]1[C:30]([NH:35][S:36]([CH2:39][CH2:40][CH3:41])(=[O:38])=[O:37])=[CH:31][CH:32]=[C:33]([F:34])[C:28]=1[NH:27][C:11]([C:3]1[CH:2]=[N:1][C:10]2[C:5]([CH:4]=1)=[CH:6][CH:7]=[CH:8][CH:9]=2)=[O:13]. The yield is 0.360. (7) The reactants are [Br:1][C:2]1[CH:7]=[CH:6][C:5]([NH:8][C:9]2[N:14]=[C:13](Cl)[N:12]=[C:11]([C:16]3[CH:21]=[C:20]([Cl:22])[CH:19]=[CH:18][C:17]=3[CH3:23])[N:10]=2)=[CH:4][CH:3]=1.[CH3:24][S-:25].[Na+]. The catalyst is O1CCCC1. The product is [Br:1][C:2]1[CH:7]=[CH:6][C:5]([NH:8][C:9]2[N:10]=[C:11]([C:16]3[CH:21]=[C:20]([Cl:22])[CH:19]=[CH:18][C:17]=3[CH3:23])[N:12]=[C:13]([S:25][CH3:24])[N:14]=2)=[CH:4][CH:3]=1. The yield is 0.570. (8) The reactants are [NH:1]1[C:5]2[CH:6]=[CH:7][CH:8]=[CH:9][C:4]=2[N:3]=[C:2]1[C:10]([OH:12])=O.S(Cl)(Cl)=O.[OH:17][CH2:18][CH2:19][NH2:20]. The catalyst is C(Cl)(Cl)Cl. The product is [OH:17][CH2:18][CH2:19][NH:20][C:10]([C:2]1[NH:1][C:5]2[CH:6]=[CH:7][CH:8]=[CH:9][C:4]=2[N:3]=1)=[O:12]. The yield is 0.730. (9) The reactants are [CH3:1][C:2]1[C:3]([NH2:8])=[N:4][CH:5]=[CH:6][CH:7]=1.[C:9]([O:13][C:14](O[C:14]([O:13][C:9]([CH3:12])([CH3:11])[CH3:10])=[O:15])=[O:15])([CH3:12])([CH3:11])[CH3:10]. The catalyst is C(OCC)(=O)C. The product is [C:9]([O:13][C:14](=[O:15])[NH:8][C:3]1[C:2]([CH3:1])=[CH:7][CH:6]=[CH:5][N:4]=1)([CH3:12])([CH3:11])[CH3:10]. The yield is 0.710.